From a dataset of Forward reaction prediction with 1.9M reactions from USPTO patents (1976-2016). Predict the product of the given reaction. (1) Given the reactants CO[CH:3](OC)[N:4]([CH3:6])[CH3:5].[CH3:9][O:10][C:11]1[CH:21]=[C:20]([O:22][CH3:23])[CH:19]=[CH:18][C:12]=1[CH2:13][NH:14][C:15]([NH2:17])=[S:16], predict the reaction product. The product is: [CH3:9][O:10][C:11]1[CH:21]=[C:20]([O:22][CH3:23])[CH:19]=[CH:18][C:12]=1[CH2:13][NH:14][C:15]([N:17]=[CH:3][N:4]([CH3:5])[CH3:6])=[S:16]. (2) Given the reactants Br[CH2:2][C:3]([O:5][C:6]([CH3:9])([CH3:8])[CH3:7])=[O:4].[NH2:10][C:11]1[CH:20]=[CH:19][C:18]([C:21]([C:23]2[N:31]3[C:26]([C:27]([OH:32])=[CH:28][CH:29]=[CH:30]3)=[C:25]([O:33][CH3:34])[C:24]=2[CH3:35])=[O:22])=[CH:17][C:12]=1[C:13]([O:15][CH3:16])=[O:14].S([O-])(O)(=O)=O.[K+], predict the reaction product. The product is: [NH2:10][C:11]1[CH:20]=[CH:19][C:18]([C:21]([C:23]2[N:31]3[C:26]([C:27]([O:32][CH2:2][C:3]([O:5][C:6]([CH3:9])([CH3:8])[CH3:7])=[O:4])=[CH:28][CH:29]=[CH:30]3)=[C:25]([O:33][CH3:34])[C:24]=2[CH3:35])=[O:22])=[CH:17][C:12]=1[C:13]([O:15][CH3:16])=[O:14].